Dataset: Reaction yield outcomes from USPTO patents with 853,638 reactions. Task: Predict the reaction yield, written as a fraction of the theoretical maximum amount of product (1.0 means a 100% yield; for example, 0.34 means a 34% yield). (1) The reactants are [Cl:1][C:2]1[CH:3]=[N:4][CH:5]=[C:6]([Cl:30])[C:7]=1[CH2:8][C:9]([C:11]1[C:16]2[CH:17]=[C:18]([CH:20]([OH:27])[C:21]3[CH:26]=[CH:25][CH:24]=[CH:23][CH:22]=3)[O:19][C:15]=2[C:14]([O:28][CH3:29])=[CH:13][CH:12]=1)=[O:10].CC(C)=O.OS(O)(=O)=O.O=[Cr](=O)=O.[OH-].[K+]. The catalyst is CC(C)=O. The product is [C:20]([C:18]1[O:19][C:15]2[C:14]([O:28][CH3:29])=[CH:13][CH:12]=[C:11]([C:9](=[O:10])[CH2:8][C:7]3[C:2]([Cl:1])=[CH:3][N:4]=[CH:5][C:6]=3[Cl:30])[C:16]=2[CH:17]=1)(=[O:27])[C:21]1[CH:26]=[CH:25][CH:24]=[CH:23][CH:22]=1. The yield is 0.665. (2) The reactants are [CH2:1]([O:8][C:9]1[C:10]([C:29]([N:31]([CH2:38][CH2:39][O:40][Si](C(C)(C)C)(C)C)[C:32]2[CH:37]=[CH:36][CH:35]=[CH:34][CH:33]=2)=[O:30])=[N:11][C:12]([CH2:16][C:17]2([C:22]3[CH:27]=[CH:26][C:25]([Cl:28])=[CH:24][CH:23]=3)[CH2:21][CH2:20][CH2:19][CH2:18]2)=[N:13][C:14]=1[OH:15])[C:2]1[CH:7]=[CH:6][CH:5]=[CH:4][CH:3]=1.Cl.[OH-].[Na+]. The catalyst is O1CCCC1. The product is [CH2:1]([O:8][C:9]1[C:10]([C:29]([N:31]([CH2:38][CH2:39][OH:40])[C:32]2[CH:37]=[CH:36][CH:35]=[CH:34][CH:33]=2)=[O:30])=[N:11][C:12]([CH2:16][C:17]2([C:22]3[CH:23]=[CH:24][C:25]([Cl:28])=[CH:26][CH:27]=3)[CH2:18][CH2:19][CH2:20][CH2:21]2)=[N:13][C:14]=1[OH:15])[C:2]1[CH:7]=[CH:6][CH:5]=[CH:4][CH:3]=1. The yield is 0.751.